From a dataset of NCI-60 drug combinations with 297,098 pairs across 59 cell lines. Regression. Given two drug SMILES strings and cell line genomic features, predict the synergy score measuring deviation from expected non-interaction effect. Drug 2: C1CCC(C(C1)N)N.C(=O)(C(=O)[O-])[O-].[Pt+4]. Drug 1: CC1CCC2CC(C(=CC=CC=CC(CC(C(=O)C(C(C(=CC(C(=O)CC(OC(=O)C3CCCCN3C(=O)C(=O)C1(O2)O)C(C)CC4CCC(C(C4)OC)O)C)C)O)OC)C)C)C)OC. Synergy scores: CSS=3.24, Synergy_ZIP=-2.09, Synergy_Bliss=0.675, Synergy_Loewe=-1.38, Synergy_HSA=-0.564. Cell line: NCI-H322M.